From a dataset of Catalyst prediction with 721,799 reactions and 888 catalyst types from USPTO. Predict which catalyst facilitates the given reaction. (1) Reactant: Cl[C:2]1[CH:3]=[C:4]2[C:9](=[CH:10][CH:11]=1)[N:8]=[C:7]([S:12]([C:15]1[CH:20]=[CH:19][CH:18]=[CH:17][C:16]=1[CH2:21][OH:22])(=[O:14])=[O:13])[CH:6]=[CH:5]2.[F:23][C:24]1[CH:29]=[C:28]([F:30])[CH:27]=[CH:26][C:25]=1B(O)O.C1(P(C2CCCCC2)C2C=CC=CC=2C2C=CC=CC=2C)CCCCC1.P([O-])([O-])([O-])=O.[K+].[K+].[K+].[OH-].[Na+]. Product: [F:23][C:24]1[CH:29]=[C:28]([F:30])[CH:27]=[CH:26][C:25]=1[C:2]1[CH:3]=[C:4]2[C:9](=[CH:10][CH:11]=1)[N:8]=[C:7]([S:12]([C:15]1[CH:20]=[CH:19][CH:18]=[CH:17][C:16]=1[CH2:21][OH:22])(=[O:14])=[O:13])[CH:6]=[CH:5]2. The catalyst class is: 167. (2) Reactant: [H-].[Na+].[CH3:3][C:4]1([CH3:30])[CH2:9][C:8]([CH3:11])([CH3:10])[CH2:7][CH:6]([C:12]2[CH:17]=[CH:16][CH:15]=[CH:14][C:13]=2[N:18]2[CH2:23][CH2:22][N:21]([CH2:24][C@@H:25]3[CH2:27][C@H:26]3[CH2:28][OH:29])[CH2:20][CH2:19]2)[CH2:5]1.I[CH3:32]. Product: [CH3:32][O:29][CH2:28][C@@H:26]1[CH2:27][C@H:25]1[CH2:24][N:21]1[CH2:22][CH2:23][N:18]([C:13]2[CH:14]=[CH:15][CH:16]=[CH:17][C:12]=2[CH:6]2[CH2:7][C:8]([CH3:10])([CH3:11])[CH2:9][C:4]([CH3:30])([CH3:3])[CH2:5]2)[CH2:19][CH2:20]1. The catalyst class is: 255. (3) Reactant: [O:1]=[C:2]1[NH:10][C:5]2=[N:6][CH:7]=[CH:8][CH:9]=[C:4]2[C@:3]21[CH2:24][C:13]1[CH:14]=[C:15]3[C:20](=[CH:21][C:12]=1[CH2:11]2)[N:19]=[C:18]([CH:22]=O)[CH:17]=[CH:16]3.[O:25]=[C:26]1[CH2:35][C:34]2([CH2:38][C:39]([O:41][CH2:42][CH3:43])=[O:40])[CH2:36][NH:37][C:32]3[C:33]2=[C:28]([CH:29]=[CH:30][CH:31]=3)[NH:27]1.CC(O)=O.C(O[BH-](OC(=O)C)OC(=O)C)(=O)C.[Na+]. Product: [O:25]=[C:26]1[CH2:35][C:34]2([CH2:38][C:39]([O:41][CH2:42][CH3:43])=[O:40])[CH2:36][N:37]([CH2:22][C:18]3[CH:17]=[CH:16][C:15]4[C:20](=[CH:21][C:12]5[CH2:11][C@:3]6([C:4]7[C:5](=[N:6][CH:7]=[CH:8][CH:9]=7)[NH:10][C:2]6=[O:1])[CH2:24][C:13]=5[CH:14]=4)[N:19]=3)[C:32]3[C:33]2=[C:28]([CH:29]=[CH:30][CH:31]=3)[NH:27]1. The catalyst class is: 26. (4) Reactant: [C:1]1([C:7]2[C:8]([C:20]3[CH:25]=[CH:24][C:23]([C:26]4([NH:30]C(=O)OC(C)(C)C)[CH2:29][CH2:28][CH2:27]4)=[CH:22][CH:21]=3)=[N:9][C:10]3[CH2:11][CH2:12][C:13]4[C:14](=[N:17][NH:18][CH:19]=4)[C:15]=3[CH:16]=2)[CH:6]=[CH:5][CH:4]=[CH:3][CH:2]=1. Product: [C:1]1([C:7]2[C:8]([C:20]3[CH:21]=[CH:22][C:23]([C:26]4([NH2:30])[CH2:29][CH2:28][CH2:27]4)=[CH:24][CH:25]=3)=[N:9][C:10]3[CH2:11][CH2:12][C:13]4[C:14](=[N:17][NH:18][CH:19]=4)[C:15]=3[CH:16]=2)[CH:6]=[CH:5][CH:4]=[CH:3][CH:2]=1. The catalyst class is: 67. (5) Reactant: [F:1][C:2]([F:27])([F:26])[C:3]1[CH:4]=[C:5]([NH:9][C:10]([C:12]2[CH:13]=[C:14]3[C:19](=[CH:20][CH:21]=2)[C:18]([N:22]([CH3:24])[CH3:23])=[N:17][N:16]=[C:15]3I)=[O:11])[CH:6]=[CH:7][CH:8]=1.[C:28]([Cu])#[N:29]. Product: [F:1][C:2]([F:27])([F:26])[C:3]1[CH:4]=[C:5]([NH:9][C:10]([C:12]2[CH:13]=[C:14]3[C:19](=[CH:20][CH:21]=2)[C:18]([N:22]([CH3:24])[CH3:23])=[N:17][N:16]=[C:15]3[C:28]#[N:29])=[O:11])[CH:6]=[CH:7][CH:8]=1. The catalyst class is: 17. (6) Reactant: [H-].[Al+3].[Li+].[H-].[H-].[H-].[CH:7]1([C:11]2[C:20]([CH:21]3[CH2:23][CH2:22]3)=[CH:19][C:14]([C:15](OC)=[O:16])=[C:13]([O:24][CH3:25])[CH:12]=2)[CH2:10][CH2:9][CH2:8]1.S([O-])([O-])(=O)=O.[Na+].[Na+]. Product: [CH:7]1([C:11]2[C:20]([CH:21]3[CH2:22][CH2:23]3)=[CH:19][C:14]([CH:15]=[O:16])=[C:13]([O:24][CH3:25])[CH:12]=2)[CH2:10][CH2:9][CH2:8]1. The catalyst class is: 1. (7) Reactant: [CH2:1]([O:8][C:9]([NH:11][C:12]([NH2:14])=[NH:13])=[O:10])[C:2]1[CH:7]=[CH:6][CH:5]=[CH:4][CH:3]=1.C(N(C(C)C)CC)(C)C.Br[CH2:25][C:26](=O)[CH2:27][CH3:28]. Product: [NH2:13][C:12]1[N:11]([C:9]([O:8][CH2:1][C:2]2[CH:3]=[CH:4][CH:5]=[CH:6][CH:7]=2)=[O:10])[CH:25]=[C:26]([CH2:27][CH3:28])[N:14]=1. The catalyst class is: 13. (8) Reactant: [BH4-].[Na+].[F:3][CH:4]([F:18])[O:5][CH2:6][C:7]1[N:12]=[C:11]([C:13](OCC)=[O:14])[CH:10]=[CH:9][CH:8]=1. Product: [F:18][CH:4]([F:3])[O:5][CH2:6][C:7]1[N:12]=[C:11]([CH2:13][OH:14])[CH:10]=[CH:9][CH:8]=1. The catalyst class is: 14. (9) Reactant: CC1C=CC(S(O[CH2:12][CH:13]2[CH2:17][C:16]3[CH:18]=[C:19]([O:30][CH3:31])[CH:20]=[C:21]([C:22]4[CH:27]=[CH:26][CH:25]=[CH:24][C:23]=4[O:28][CH3:29])[C:15]=3[O:14]2)(=O)=O)=CC=1.[C-:32]#[N:33].[Na+]. Product: [CH3:31][O:30][C:19]1[CH:20]=[C:21]([C:22]2[CH:27]=[CH:26][CH:25]=[CH:24][C:23]=2[O:28][CH3:29])[C:15]2[O:14][CH:13]([CH2:12][C:32]#[N:33])[CH2:17][C:16]=2[CH:18]=1. The catalyst class is: 16.